Dataset: Full USPTO retrosynthesis dataset with 1.9M reactions from patents (1976-2016). Task: Predict the reactants needed to synthesize the given product. (1) Given the product [CH3:16][N:17]([C:21]1[CH:26]=[CH:25][CH:24]=[CH:23][CH:22]=1)[C:18]([N:1]1[C:5]2[CH:6]=[CH:7][CH:8]=[CH:9][C:4]=2[N:3]=[CH:2]1)=[O:19], predict the reactants needed to synthesize it. The reactants are: [NH:1]1[C:5]2[CH:6]=[CH:7][CH:8]=[CH:9][C:4]=2[N:3]=[CH:2]1.N1C=CC=CC=1.[CH3:16][N:17]([C:21]1[CH:26]=[CH:25][CH:24]=[CH:23][CH:22]=1)[C:18](Cl)=[O:19]. (2) Given the product [N+:18]([C:4]1[CH:3]=[CH:2][C:1]([C@@H:7]2[CH2:13][C@@H:12]3[C@H:8]2[CH2:9][N:10]([C:14](=[O:17])[CH2:15][CH3:16])[CH2:11]3)=[CH:6][CH:5]=1)([O-:20])=[O:19], predict the reactants needed to synthesize it. The reactants are: [C:1]1([C@@H:7]2[CH2:13][C@@H:12]3[C@H:8]2[CH2:9][N:10]([C:14](=[O:17])[CH2:15][CH3:16])[CH2:11]3)[CH:6]=[CH:5][CH:4]=[CH:3][CH:2]=1.[N+:18]([O-])([OH:20])=[O:19].S(=O)(=O)(O)O. (3) The reactants are: [Br:1][C:2]1[CH:24]=[C:23]2[C:5]([CH2:6][CH2:7][C:8]3([C:16]42[NH:20][C:19](=S)[C:18]([CH3:22])=[N:17]4)[CH2:13][CH2:12][CH:11]([O:14][CH3:15])[CH2:10][CH2:9]3)=[CH:4][CH:3]=1.[NH3:25]. Given the product [Br:1][C:2]1[CH:24]=[C:23]2[C:5]([CH2:6][CH2:7][C:8]3([C:16]42[N:20]=[C:19]([NH2:25])[C:18]([CH3:22])=[N:17]4)[CH2:13][CH2:12][CH:11]([O:14][CH3:15])[CH2:10][CH2:9]3)=[CH:4][CH:3]=1, predict the reactants needed to synthesize it. (4) Given the product [Cl:1][C:2]1[CH:7]=[CH:6][C:5]([C:8]#[C:9][C:18]([CH:20]2[CH2:25][CH2:24][N:23]([C:26]([O:28][C:29]([CH3:32])([CH3:31])[CH3:30])=[O:27])[CH2:22][CH2:21]2)=[O:19])=[CH:4][CH:3]=1, predict the reactants needed to synthesize it. The reactants are: [Cl:1][C:2]1[CH:7]=[CH:6][C:5]([C:8]#[CH:9])=[CH:4][CH:3]=1.C([Li])CCC.CON(C)[C:18]([CH:20]1[CH2:25][CH2:24][N:23]([C:26]([O:28][C:29]([CH3:32])([CH3:31])[CH3:30])=[O:27])[CH2:22][CH2:21]1)=[O:19].